This data is from Forward reaction prediction with 1.9M reactions from USPTO patents (1976-2016). The task is: Predict the product of the given reaction. (1) Given the reactants N1C2C(=CC=CC=2)C=C1.C([N:17]1[C:29]2[C:28]([O:30][CH2:31][CH2:32][CH2:33][CH2:34][CH2:35]Br)=[C:27]3[N:37](C(OC(C)(C)C)=O)[C:38]4[CH:39]=[CH:40][C:41]([Br:44])=[CH:42][C:43]=4[C:26]3=[CH:25][C:24]=2[C:23]2[C:18]1=[CH:19][CH:20]=[C:21]([Br:52])[CH:22]=2)(OC(C)(C)C)=O.[NH:53]1[CH2:58][CH2:57][O:56][CH2:55][CH2:54]1, predict the reaction product. The product is: [Br:44][C:41]1[CH:42]=[C:43]2[C:38](=[CH:39][CH:40]=1)[NH:37][C:27]1[C:28]([O:30][CH2:31][CH2:32][CH2:33][CH2:34][CH2:35][N:53]3[CH2:58][CH2:57][O:56][CH2:55][CH2:54]3)=[C:29]3[NH:17][C:18]4[CH:19]=[CH:20][C:21]([Br:52])=[CH:22][C:23]=4[C:24]3=[CH:25][C:26]2=1. (2) Given the reactants Cl[CH2:2][C:3]1[C:12]([C:13]2[CH:18]=[CH:17][C:16]([O:19][CH2:20][O:21][CH3:22])=[CH:15][C:14]=2[O:23][CH3:24])=[CH:11][CH:10]=[C:9]2[C:4]=1[C:5]([CH3:27])=[CH:6][C:7]([CH3:26])([CH3:25])[NH:8]2.[CH3:28][O:29][C:30]1[CH:36]=[CH:35][CH:34]=[CH:33][C:31]=1[NH2:32].C(=O)([O-])[O-].[K+].[K+].C(OCC)(=O)C, predict the reaction product. The product is: [CH3:24][O:23][C:14]1[CH:15]=[C:16]([O:19][CH2:20][O:21][CH3:22])[CH:17]=[CH:18][C:13]=1[C:12]1[C:3]([CH2:2][NH:32][C:31]2[CH:33]=[CH:34][CH:35]=[CH:36][C:30]=2[O:29][CH3:28])=[C:4]2[C:9](=[CH:10][CH:11]=1)[NH:8][C:7]([CH3:25])([CH3:26])[CH:6]=[C:5]2[CH3:27]. (3) Given the reactants Cl.[NH2:2][C:3]1[CH:8]=[CH:7][C:6]([C:9]([NH:11][CH2:12][C:13]2[C:14]([NH:26][CH:27]3[CH2:32][CH2:31][N:30]([C:33]([NH2:35])=[O:34])[CH2:29][CH2:28]3)=[C:15]3[CH:23]=[N:22][N:21]([CH2:24][CH3:25])[C:16]3=[N:17][C:18]=2[CH2:19][CH3:20])=[O:10])=[CH:5][CH:4]=1.C(N(CC)CC)C.[Br:43][CH2:44][CH2:45][CH2:46][CH2:47][CH2:48][CH2:49][CH2:50][C:51](Cl)=[O:52].O, predict the reaction product. The product is: [Br:43][CH2:44][CH2:45][CH2:46][CH2:47][CH2:48][CH2:49][CH2:50][C:51]([NH:2][C:3]1[CH:4]=[CH:5][C:6]([C:9]([NH:11][CH2:12][C:13]2[C:14]([NH:26][CH:27]3[CH2:28][CH2:29][N:30]([C:33]([NH2:35])=[O:34])[CH2:31][CH2:32]3)=[C:15]3[CH:23]=[N:22][N:21]([CH2:24][CH3:25])[C:16]3=[N:17][C:18]=2[CH2:19][CH3:20])=[O:10])=[CH:7][CH:8]=1)=[O:52].